This data is from NCI-60 drug combinations with 297,098 pairs across 59 cell lines. The task is: Regression. Given two drug SMILES strings and cell line genomic features, predict the synergy score measuring deviation from expected non-interaction effect. Drug 1: CC(CN1CC(=O)NC(=O)C1)N2CC(=O)NC(=O)C2. Drug 2: C1CC(=O)NC(=O)C1N2C(=O)C3=CC=CC=C3C2=O. Cell line: KM12. Synergy scores: CSS=28.8, Synergy_ZIP=9.96, Synergy_Bliss=11.9, Synergy_Loewe=3.52, Synergy_HSA=5.09.